The task is: Predict the product of the given reaction.. This data is from Forward reaction prediction with 1.9M reactions from USPTO patents (1976-2016). (1) Given the reactants C1(C2N=NC(NNC(=O)CC3C=C4C(=CC=3)N=CC=C4)=NC=2)C=CC=CC=1.[Cl:28][C:29]1[CH:34]=[CH:33][C:32]([C:35]2[N:40]=[N:39][C:38]([NH:41][NH:42][C:43](=O)[CH2:44][C:45]3[CH:46]=[C:47]4[C:52](=[CH:53][CH:54]=3)[N:51]=[CH:50][CH:49]=[CH:48]4)=[N:37][CH:36]=2)=[CH:31][CH:30]=1, predict the reaction product. The product is: [N:51]1[C:52]2[C:47](=[CH:46][C:45]([CH2:44][C:43]3[N:39]4[N:40]=[C:35]([C:32]5[CH:33]=[CH:34][C:29]([Cl:28])=[CH:30][CH:31]=5)[CH:36]=[N:37][C:38]4=[N:41][N:42]=3)=[CH:54][CH:53]=2)[CH:48]=[CH:49][CH:50]=1. (2) Given the reactants C[O:2][C:3](=[O:30])[CH2:4][CH2:5][C:6]([CH3:29])=[CH:7][CH2:8][C:9]1[C:10]([O:22][CH2:23][CH2:24][Si:25]([CH3:28])([CH3:27])[CH3:26])=[C:11]2[C:15](=[C:16]([CH3:20])[C:17]=1[O:18][CH3:19])[CH2:14][O:13][C:12]2=[O:21].[OH-].[Na+].Cl, predict the reaction product. The product is: [CH3:19][O:18][C:17]1[C:16]([CH3:20])=[C:15]2[C:11]([C:12](=[O:21])[O:13][CH2:14]2)=[C:10]([O:22][CH2:23][CH2:24][Si:25]([CH3:27])([CH3:26])[CH3:28])[C:9]=1[CH2:8][CH:7]=[C:6]([CH3:29])[CH2:5][CH2:4][C:3]([OH:30])=[O:2]. (3) Given the reactants [BH4-].[Na+].C[O:4][C:5](=[O:37])[CH:6]([N:18]1[CH2:23][CH2:22][N:21]([C:24]2[CH:29]=[CH:28][CH:27]=[C:26]([O:30][C:31]([F:34])([F:33])[F:32])[CH:25]=2)[CH:20]([CH3:35])[C:19]1=[O:36])[CH2:7][CH2:8][N:9]1[CH2:16][CH2:15][C:12]2([CH2:14][CH2:13]2)[C@H:11]([OH:17])[CH2:10]1.OS([O-])(=O)=O.[K+].C(Cl)Cl, predict the reaction product. The product is: [OH:17][C@@H:11]1[CH2:10][N:9]([CH2:8][CH2:7][CH:6]([N:18]2[CH2:23][CH2:22][N:21]([C:24]3[CH:29]=[CH:28][CH:27]=[C:26]([O:30][C:31]([F:34])([F:33])[F:32])[CH:25]=3)[CH:20]([CH3:35])[C:19]2=[O:36])[C:5]([OH:37])=[O:4])[CH2:16][CH2:15][C:12]21[CH2:14][CH2:13]2. (4) Given the reactants [H-].[Al+3].[Li+].[H-].[H-].[H-].[Cl:7][C:8]1[CH:13]=[CH:12][CH:11]=[C:10]([F:14])[C:9]=1/[CH:15]=[CH:16]/[C:17](OCC)=[O:18], predict the reaction product. The product is: [Cl:7][C:8]1[CH:13]=[CH:12][CH:11]=[C:10]([F:14])[C:9]=1[CH2:15][CH2:16][CH2:17][OH:18]. (5) Given the reactants [Cl:1][C:2]1[N:11]=[CH:10][C:9]2[N:8]([CH2:12][C:13]3[CH:17]=[CH:16][N:15]([CH3:18])[N:14]=3)[C:7](=[O:19])[CH:6]3[CH2:20][O:21][CH2:22][CH2:23][N:5]3[C:4]=2[N:3]=1.IC.[CH3:26]C([O-])(C)C.[Na+], predict the reaction product. The product is: [Cl:1][C:2]1[N:11]=[CH:10][C:9]2[N:8]([CH2:12][C:13]3[CH:17]=[CH:16][N:15]([CH3:18])[N:14]=3)[C:7](=[O:19])[C:6]3([CH3:26])[CH2:20][O:21][CH2:22][CH2:23][N:5]3[C:4]=2[N:3]=1. (6) The product is: [CH2:11]([O:10][C:8]([C:7]1[C:2]2[CH2:3][CH2:4][CH2:5][C:1]=2[NH:25][N:24]=1)=[O:9])[CH3:12]. Given the reactants [C:1]1(=O)[CH2:5][CH2:4][CH2:3][CH2:2]1.[C:7](OCC)(=O)[C:8]([O:10][CH2:11][CH3:12])=[O:9].CC([O-])(C)C.[K+].Cl.[NH2:24][NH2:25], predict the reaction product. (7) Given the reactants [F:1][C:2]1[CH:3]=[C:4]([CH:7]=[CH:8][C:9]=1F)[CH:5]=[O:6].[F:11][C:12]1[CH:13]=[C:14]([CH:17]=[C:18]([OH:20])[CH:19]=1)[C:15]#[N:16], predict the reaction product. The product is: [F:11][C:12]1[CH:13]=[C:14]([CH:17]=[C:18]([O:20][C:9]2[CH:8]=[CH:7][C:4]([CH:5]=[O:6])=[CH:3][C:2]=2[F:1])[CH:19]=1)[C:15]#[N:16].